From a dataset of Forward reaction prediction with 1.9M reactions from USPTO patents (1976-2016). Predict the product of the given reaction. Given the reactants [C:1]1([S:7]([N:10]2[C:18]3[C:13](=[CH:14][CH:15]=[CH:16][CH:17]=3)[C:12]([C:19]3[C:24]([Cl:25])=[CH:23][N:22]=[C:21]([NH:26][C:27]4[CH:32]=[C:31]([N+:33]([O-])=O)[C:30]([C:36]5[CH2:37][CH2:38][N:39]([CH3:42])[CH2:40][CH:41]=5)=[CH:29][C:28]=4[O:43][CH3:44])[N:20]=3)=[CH:11]2)(=[O:9])=[O:8])[CH:6]=[CH:5][CH:4]=[CH:3][CH:2]=1.[NH4+].[Cl-], predict the reaction product. The product is: [C:1]1([S:7]([N:10]2[C:18]3[C:13](=[CH:14][CH:15]=[CH:16][CH:17]=3)[C:12]([C:19]3[C:24]([Cl:25])=[CH:23][N:22]=[C:21]([NH:26][C:27]4[CH:32]=[C:31]([NH2:33])[C:30]([C:36]5[CH2:37][CH2:38][N:39]([CH3:42])[CH2:40][CH:41]=5)=[CH:29][C:28]=4[O:43][CH3:44])[N:20]=3)=[CH:11]2)(=[O:8])=[O:9])[CH:2]=[CH:3][CH:4]=[CH:5][CH:6]=1.